This data is from Catalyst prediction with 721,799 reactions and 888 catalyst types from USPTO. The task is: Predict which catalyst facilitates the given reaction. (1) Product: [C:12]([CH:13]=[C:2]1[CH2:7][CH2:6][CH:5]([C:8]([OH:10])=[O:9])[CH2:4][CH2:3]1)([O:17][CH2:15][CH3:16])=[O:11]. Reactant: O=[C:2]1[CH2:7][CH2:6][CH:5]([C:8]([OH:10])=[O:9])[CH2:4][CH2:3]1.[O-:11][CH2:12][CH3:13].[Na+].[C:15](O)(=[O:17])[CH3:16]. The catalyst class is: 8. (2) Reactant: [Cl:1][C:2]1[CH:3]=[C:4](OS(C(F)(F)F)(=O)=O)[CH:5]=[CH:6][C:7]=1[CH:8]([CH3:28])[C:9]([C:15]1[CH:16]=[CH:17][C:18]2[O:23][CH2:22][C:21](=[O:24])[N:20]([CH2:25][CH3:26])[C:19]=2[CH:27]=1)([OH:14])[C:10]([F:13])([F:12])[F:11].[Cl:37][C:38]1[CH:39]=[C:40](B(O)O)[CH:41]=[CH:42][C:43]=1[C:44]([O:46][CH3:47])=[O:45].O.C([O-])([O-])=O.[Na+].[Na+]. Product: [CH3:47][O:46][C:44]([C:43]1[CH:42]=[CH:41][C:40]([C:4]2[CH:5]=[CH:6][C:7]([CH:8]([CH3:28])[C:9]([C:15]3[CH:16]=[CH:17][C:18]4[O:23][CH2:22][C:21](=[O:24])[N:20]([CH2:25][CH3:26])[C:19]=4[CH:27]=3)([OH:14])[C:10]([F:13])([F:11])[F:12])=[C:2]([Cl:1])[CH:3]=2)=[CH:39][C:38]=1[Cl:37])=[O:45]. The catalyst class is: 155. (3) Reactant: [NH2:1][C:2]1[C:3]([Cl:9])=[N:4][CH:5]=[CH:6][C:7]=1[NH2:8].[C:10](N1C=CN=C1)(N1C=CN=C1)=[O:11]. Product: [Cl:9][C:3]1[C:2]2[NH:1][C:10]([OH:11])=[N:8][C:7]=2[CH:6]=[CH:5][N:4]=1. The catalyst class is: 1. (4) Reactant: [F:1][C:2]1[CH:22]=[CH:21][C:5]([O:6][CH2:7][CH:8]2[CH2:13][CH2:12][N:11](C(OC(C)(C)C)=O)[CH2:10][CH2:9]2)=[CH:4][CH:3]=1.[ClH:23]. Product: [ClH:23].[F:1][C:2]1[CH:3]=[CH:4][C:5]([O:6][CH2:7][CH:8]2[CH2:9][CH2:10][NH:11][CH2:12][CH2:13]2)=[CH:21][CH:22]=1. The catalyst class is: 269. (5) The catalyst class is: 27. Product: [NH:1]1[C:9]2[C:4](=[CH:5][CH:6]=[CH:7][CH:8]=2)[C:3]([CH2:10][CH2:11][OH:12])=[CH:2]1. Reactant: [NH:1]1[C:9]2[C:4](=[CH:5][CH:6]=[CH:7][CH:8]=2)[C:3]([CH2:10][C:11](O)=[O:12])=[CH:2]1.[H-].[Al+3].[Li+].[H-].[H-].[H-]. (6) Reactant: [N+:1]([O-:4])(O)=[O:2].[Br:5][C:6]1[CH:27]=[CH:26][C:9]2[C:10]([NH:19][CH:20]([CH3:25])[C:21]([CH3:24])([CH3:23])[CH3:22])=[N:11][C:12]3[CH:13]=[CH:14][NH:15][C:16](=[O:18])[C:17]=3[C:8]=2[CH:7]=1. Product: [Br:5][C:6]1[CH:27]=[CH:26][C:9]2[C:10]([NH:19][CH:20]([CH3:25])[C:21]([CH3:22])([CH3:23])[CH3:24])=[N:11][C:12]3[C:13]([N+:1]([O-:4])=[O:2])=[CH:14][NH:15][C:16](=[O:18])[C:17]=3[C:8]=2[CH:7]=1. The catalyst class is: 631. (7) Reactant: S(O[CH:12]1[CH2:16][CH2:15][O:14][CH2:13]1)(C1C=CC(C)=CC=1)(=O)=O.[CH2:17]([O:24][C:25]1[CH:30]=[CH:29][C:28]([C:31]2[C:39]3[C:38]([NH2:40])=[N:37][CH:36]=[N:35][C:34]=3[NH:33][CH:32]=2)=[CH:27][CH:26]=1)[C:18]1[CH:23]=[CH:22][CH:21]=[CH:20][CH:19]=1.[H-].[Na+]. Product: [CH2:17]([O:24][C:25]1[CH:26]=[CH:27][C:28]([C:31]2[C:39]3[C:38]([NH2:40])=[N:37][CH:36]=[N:35][C:34]=3[N:33]([CH:12]3[CH2:16][CH2:15][O:14][CH2:13]3)[CH:32]=2)=[CH:29][CH:30]=1)[C:18]1[CH:23]=[CH:22][CH:21]=[CH:20][CH:19]=1. The catalyst class is: 9. (8) Reactant: O.[OH-].[Li+].[CH2:4]([C:6]1[CH:11]=[CH:10][C:9]([NH:12][C:13]2[O:17][C:16]([C:18]([NH:20][C:21]3[CH:26]=[CH:25][C:24]([C@H:27]4[CH2:32][CH2:31][C@H:30]([CH2:33][C:34]([O:36]C)=[O:35])[CH2:29][CH2:28]4)=[CH:23][CH:22]=3)=[O:19])=[N:15][N:14]=2)=[CH:8][CH:7]=1)[CH3:5].Cl. Product: [CH2:4]([C:6]1[CH:11]=[CH:10][C:9]([NH:12][C:13]2[O:17][C:16]([C:18]([NH:20][C:21]3[CH:22]=[CH:23][C:24]([C@H:27]4[CH2:32][CH2:31][C@H:30]([CH2:33][C:34]([OH:36])=[O:35])[CH2:29][CH2:28]4)=[CH:25][CH:26]=3)=[O:19])=[N:15][N:14]=2)=[CH:8][CH:7]=1)[CH3:5]. The catalyst class is: 776. (9) Reactant: Br[C:2]1[CH:3]=[C:4]2[C:13]3=[C:14]([C:16]4[CH:17]=[C:18](C5C=CC=CC=5)[CH:19]=[CH:20][C:21]=4[N:12]3[C:11]3[CH:10]=[CH:9][CH:8]=[CH:7][C:6]=3[C:5]2([CH3:29])[CH3:28])[CH:15]=1.[CH2:30]([Li])[CH2:31][CH2:32][CH3:33].[B:35]([O:40]C)(OC)[O:36]C.[CH2:42]1COC[CH2:43]1. Product: [CH3:29][C:5]1([CH3:28])[C:4]2[C:13]3=[C:14]([C:6]4[CH:7]=[C:8]([B:35]([OH:40])[OH:36])[CH:9]=[CH:10][C:11]=4[N:12]3[C:21]3[CH:16]=[CH:17][CH:18]=[CH:19][C:20]1=3)[CH:15]=[C:2]([C:30]1[CH:43]=[CH:42][CH:33]=[CH:32][CH:31]=1)[CH:3]=2. The catalyst class is: 244. (10) Reactant: [C:1]([C:3]1[CH:4]=[C:5]2[C:10](=[CH:11][C:12]=1F)[O:9][CH2:8][CH2:7][C:6]2([CH3:18])[C:14]([O:16][CH3:17])=[O:15])#[N:2].C([O-])([O-])=O.[K+].[K+].[Cl:25][C:26]1[CH:43]=[CH:42][C:29]([CH2:30][CH2:31][NH:32][C:33](=[O:41])[C:34]2[CH:39]=[CH:38][C:37]([OH:40])=[CH:36][CH:35]=2)=[CH:28][CH:27]=1. Product: [Cl:25][C:26]1[CH:27]=[CH:28][C:29]([CH2:30][CH2:31][NH:32][C:33]([C:34]2[CH:39]=[CH:38][C:37]([O:40][C:12]3[CH:11]=[C:10]4[C:5]([C:6]([CH3:18])([C:14]([O:16][CH3:17])=[O:15])[CH2:7][CH2:8][O:9]4)=[CH:4][C:3]=3[C:1]#[N:2])=[CH:36][CH:35]=2)=[O:41])=[CH:42][CH:43]=1. The catalyst class is: 60.